From a dataset of Forward reaction prediction with 1.9M reactions from USPTO patents (1976-2016). Predict the product of the given reaction. (1) Given the reactants [Cl:1][C:2]1[CH:22]=[CH:21][CH:20]=[C:19]([Cl:23])[C:3]=1[CH2:4][C:5]1[C:6](=[O:18])[O:7][C:8]2[C:13]([C:14]=1[CH3:15])=[CH:12][C:11]([Cl:16])=[C:10]([OH:17])[CH:9]=2.[I-].[CH3:25][N:26]([C:35]1[CH:40]=[CH:39][CH:38]=[CH:37][CH:36]=1)[C:27](N1C=C[N+](C)=C1)=[O:28], predict the reaction product. The product is: [Cl:1][C:2]1[CH:22]=[CH:21][CH:20]=[C:19]([Cl:23])[C:3]=1[CH2:4][C:5]1[C:6](=[O:18])[O:7][C:8]2[C:13]([C:14]=1[CH3:15])=[CH:12][C:11]([Cl:16])=[C:10]([O:17][C:27](=[O:28])[N:26]([CH3:25])[C:35]1[CH:40]=[CH:39][CH:38]=[CH:37][CH:36]=1)[CH:9]=2. (2) Given the reactants [NH2:1][C:2]1[C:7]([C:8]([NH:10][C:11]2[CH:16]=[CH:15][N:14]=[CH:13][N:12]=2)=[O:9])=[CH:6][C:5](Br)=[CH:4][N:3]=1.[N:18]1([CH2:24][C:25]2[S:29][C:28](B3OC(C)(C)C(C)(C)O3)=[CH:27][CH:26]=2)[CH2:23][CH2:22][O:21][CH2:20][CH2:19]1.NC1N=CC(C2SC(CN3CCCCC3)=CC=2)=CC=1C(NC1C=CN=CC=1)=O, predict the reaction product. The product is: [NH2:1][C:2]1[N:3]=[CH:4][C:5]([C:28]2[S:29][C:25]([CH2:24][N:18]3[CH2:19][CH2:20][O:21][CH2:22][CH2:23]3)=[CH:26][CH:27]=2)=[CH:6][C:7]=1[C:8]([NH:10][C:11]1[CH:16]=[CH:15][N:14]=[CH:13][N:12]=1)=[O:9]. (3) The product is: [N:33]1[CH:34]=[CH:35][C:30]([C:5]2[C:4]3[C:8](=[CH:9][CH:10]=[C:2]([N:36]4[CH:40]=[CH:39][C:38]([CH:41]5[CH2:46][CH2:45][CH2:44][N:43]([C:47]([O:49][C:50]([CH3:53])([CH3:52])[CH3:51])=[O:48])[CH2:42]5)=[N:37]4)[CH:3]=3)[N:7]([C:11]([C:18]3[CH:19]=[CH:20][CH:21]=[CH:22][CH:23]=3)([C:12]3[CH:13]=[CH:14][CH:15]=[CH:16][CH:17]=3)[C:24]3[CH:29]=[CH:28][CH:27]=[CH:26][CH:25]=3)[N:6]=2)=[CH:31][CH:32]=1. Given the reactants I[C:2]1[CH:3]=[C:4]2[C:8](=[CH:9][CH:10]=1)[N:7]([C:11]([C:24]1[CH:29]=[CH:28][CH:27]=[CH:26][CH:25]=1)([C:18]1[CH:23]=[CH:22][CH:21]=[CH:20][CH:19]=1)[C:12]1[CH:17]=[CH:16][CH:15]=[CH:14][CH:13]=1)[N:6]=[C:5]2[C:30]1[CH:35]=[CH:34][N:33]=[CH:32][CH:31]=1.[NH:36]1[CH:40]=[CH:39][C:38]([CH:41]2[CH2:46][CH2:45][CH2:44][N:43]([C:47]([O:49][C:50]([CH3:53])([CH3:52])[CH3:51])=[O:48])[CH2:42]2)=[N:37]1.CN(C)[C@@H]1CCCC[C@H]1N.C([O-])([O-])=O.[K+].[K+], predict the reaction product. (4) The product is: [CH2:27]([O:26][C:20]1[CH:19]=[C:18]([C@H:12]([N:8]2[C:9](=[O:11])[C:10]3[C:6](=[CH:5][CH:4]=[CH:3][C:2]=3[NH:1][C:32](=[O:33])[CH2:31][O:30][CH3:29])[C:7]2=[O:36])[CH2:13][S:14]([CH3:17])(=[O:15])=[O:16])[CH:23]=[CH:22][C:21]=1[O:24][CH3:25])[CH3:28]. Given the reactants [NH2:1][C:2]1[CH:3]=[CH:4][CH:5]=[C:6]2[C:10]=1[C:9](=[O:11])[N:8]([C@@H:12]([C:18]1[CH:23]=[CH:22][C:21]([O:24][CH3:25])=[C:20]([O:26][CH2:27][CH3:28])[CH:19]=1)[CH2:13][S:14]([CH3:17])(=[O:16])=[O:15])[CH2:7]2.[CH3:29][O:30][CH2:31][C:32](Cl)=[O:33].C[OH:36], predict the reaction product. (5) Given the reactants [NH2:1][C:2]1[CH:31]=[CH:30][C:5]([CH2:6][C:7]2[NH:15][C:14]3[C:13](=[O:16])[N:12]([CH2:17][C:18]4[CH:23]=[CH:22][CH:21]=[CH:20][C:19]=4[F:24])[C:11](=[O:25])[N:10]([CH2:26][CH2:27][CH2:28][CH3:29])[C:9]=3[N:8]=2)=[CH:4][CH:3]=1.[Cl:32][C:33]1[CH:38]=[CH:37][C:36]([Cl:39])=[CH:35][C:34]=1[S:40](Cl)(=[O:42])=[O:41], predict the reaction product. The product is: [CH2:26]([N:10]1[C:9]2[N:8]=[C:7]([CH2:6][C:5]3[CH:4]=[CH:3][C:2]([NH:1][S:40]([C:34]4[CH:35]=[C:36]([Cl:39])[CH:37]=[CH:38][C:33]=4[Cl:32])(=[O:42])=[O:41])=[CH:31][CH:30]=3)[NH:15][C:14]=2[C:13](=[O:16])[N:12]([CH2:17][C:18]2[CH:23]=[CH:22][CH:21]=[CH:20][C:19]=2[F:24])[C:11]1=[O:25])[CH2:27][CH2:28][CH3:29].